This data is from CYP2C9 inhibition data for predicting drug metabolism from PubChem BioAssay. The task is: Regression/Classification. Given a drug SMILES string, predict its absorption, distribution, metabolism, or excretion properties. Task type varies by dataset: regression for continuous measurements (e.g., permeability, clearance, half-life) or binary classification for categorical outcomes (e.g., BBB penetration, CYP inhibition). Dataset: cyp2c9_veith. (1) The compound is COc1ccc(C2C(C(=O)c3ccco3)=C(O)C(=O)N2Cc2cccnc2)cc1OC. The result is 0 (non-inhibitor). (2) The molecule is CC[C@H](C)C(=O)O[C@H]1CCC=C2C=C[C@H](C)[C@H](CC[C@@H]3C[C@H](O)CC(=O)O3)[C@H]21. The result is 0 (non-inhibitor). (3) The result is 0 (non-inhibitor). The molecule is CCCNC(=O)OC[C@@H]1O[C@H](CCO/N=C(\C)CCN2CCc3nc(CC)c(CC)cc3C2)C=C[C@@H]1Oc1ccc(OC)cc1. (4) The compound is O.O.O.O=C(O)[C@H]1O[Sb]O[C@@H](C(=O)O)C1O. The result is 0 (non-inhibitor).